Dataset: Full USPTO retrosynthesis dataset with 1.9M reactions from patents (1976-2016). Task: Predict the reactants needed to synthesize the given product. (1) Given the product [CH2:24]([N:26]([CH2:27][C:28]1[CH:33]=[CH:32][CH:31]=[C:30]([OH:34])[CH:29]=1)[C:21](=[O:22])[CH2:20][N:9]([C:4]1[CH:5]=[CH:6][CH:7]=[CH:8][C:3]=1[O:2][CH3:1])[S:10]([C:13]1[C:14]([CH3:19])=[CH:15][CH:16]=[CH:17][CH:18]=1)(=[O:11])=[O:12])[CH3:25], predict the reactants needed to synthesize it. The reactants are: [CH3:1][O:2][C:3]1[CH:8]=[CH:7][CH:6]=[CH:5][C:4]=1[N:9]([CH2:20][C:21](O)=[O:22])[S:10]([C:13]1[C:14]([CH3:19])=[CH:15][CH:16]=[CH:17][CH:18]=1)(=[O:12])=[O:11].[CH2:24]([NH:26][CH2:27][C:28]1[CH:29]=[C:30]([OH:34])[CH:31]=[CH:32][CH:33]=1)[CH3:25]. (2) Given the product [Cl:26][C:5]1[CH:6]=[C:7]([C:8]([NH:10][C@H:11]([C:13]2[CH:14]=[CH:15][C:16]([C:17]([OH:19])=[O:18])=[CH:24][CH:25]=2)[CH3:12])=[O:9])[C:2]([O:34][C:31]2[CH:32]=[CH:33][C:28]([Cl:27])=[C:29]([CH3:35])[CH:30]=2)=[N:3][CH:4]=1, predict the reactants needed to synthesize it. The reactants are: Cl[C:2]1[C:7]([C:8]([NH:10][C@H:11]([C:13]2[CH:25]=[CH:24][C:16]([C:17]([O:19]C(C)(C)C)=[O:18])=[CH:15][CH:14]=2)[CH3:12])=[O:9])=[CH:6][C:5]([Cl:26])=[CH:4][N:3]=1.[Cl:27][C:28]1[CH:33]=[CH:32][C:31]([OH:34])=[CH:30][C:29]=1[CH3:35].